Dataset: Catalyst prediction with 721,799 reactions and 888 catalyst types from USPTO. Task: Predict which catalyst facilitates the given reaction. Reactant: C[O:2][C:3](=[O:31])[CH2:4][N:5]1[C:13]2[C:8](=[CH:9][C:10]([F:14])=[CH:11][CH:12]=2)[C:7]([CH2:15][C:16]2[S:17][CH:18]=[CH:19][C:20]=2[S:21]([C:24]2[CH:29]=[CH:28][CH:27]=[CH:26][CH:25]=2)(=[O:23])=[O:22])=[C:6]1[CH3:30].[OH-].[Li+]. Product: [C:24]1([S:21]([C:20]2[CH:19]=[CH:18][S:17][C:16]=2[CH2:15][C:7]2[C:8]3[C:13](=[CH:12][CH:11]=[C:10]([F:14])[CH:9]=3)[N:5]([CH2:4][C:3]([OH:31])=[O:2])[C:6]=2[CH3:30])(=[O:23])=[O:22])[CH:29]=[CH:28][CH:27]=[CH:26][CH:25]=1. The catalyst class is: 7.